From a dataset of Catalyst prediction with 721,799 reactions and 888 catalyst types from USPTO. Predict which catalyst facilitates the given reaction. (1) Reactant: [CH3:1][O:2][C:3]1[S:4][CH:5]=[CH:6][C:7]=1[CH3:8].[CH3:9][O:10][CH2:11]CO.S([O-])(O)(=O)=O.[Na+]. Product: [CH3:9][O:10][CH2:11][CH2:1][O:2][C:3]1[S:4][CH:5]=[CH:6][C:7]=1[CH3:8]. The catalyst class is: 133. (2) Product: [Br:1][C:2]1[CH:3]=[C:4]([Cl:13])[C:5]([C:8]2([CH2:11][NH:12][C:29]([C:24]3[C:23]([C:22]([F:33])([F:21])[F:32])=[CH:28][CH:27]=[CH:26][N:25]=3)=[O:30])[CH2:9][CH2:10]2)=[N:6][CH:7]=1. Reactant: [Br:1][C:2]1[CH:3]=[C:4]([Cl:13])[C:5]([C:8]2([CH2:11][NH2:12])[CH2:10][CH2:9]2)=[N:6][CH:7]=1.C(N(CC)CC)C.[F:21][C:22]([F:33])([F:32])[C:23]1[C:24]([C:29](Cl)=[O:30])=[N:25][CH:26]=[CH:27][CH:28]=1.O. The catalyst class is: 4.